Dataset: Retrosynthesis with 50K atom-mapped reactions and 10 reaction types from USPTO. Task: Predict the reactants needed to synthesize the given product. The reactants are: CCC(=O)Oc1ccc(C[C@H](NC(=O)OC(C)(C)C)C(N)=O)cc1OC(=O)CC.Cl. Given the product CCC(=O)Oc1ccc(C[C@H]([NH3+])C(N)=O)cc1OC(=O)CC, predict the reactants needed to synthesize it.